Dataset: Forward reaction prediction with 1.9M reactions from USPTO patents (1976-2016). Task: Predict the product of the given reaction. (1) Given the reactants COC1C=CC(N2CCN(CCC3C=CC=CC=3)CC2)=CC=1C.[CH:24]1([CH2:30][CH2:31][CH2:32][CH2:33][N:34]2[CH2:39][CH2:38][N:37]([C:40]3[CH:45]=[C:44]([F:46])[C:43]([O:47]C)=[CH:42][C:41]=3[F:49])[CH2:36][CH2:35]2)[CH2:29][CH2:28][CH2:27][CH2:26][CH2:25]1, predict the reaction product. The product is: [CH:24]1([CH2:30][CH2:31][CH2:32][CH2:33][N:34]2[CH2:35][CH2:36][N:37]([C:40]3[C:41]([F:49])=[CH:42][C:43]([OH:47])=[C:44]([F:46])[CH:45]=3)[CH2:38][CH2:39]2)[CH2:29][CH2:28][CH2:27][CH2:26][CH2:25]1. (2) Given the reactants [N+:1]([C:4]1[CH:11]=[C:10]([O:12][CH2:13][CH:14]2[CH2:19][CH2:18][N:17](C(OC(C)(C)C)=O)[CH2:16][CH2:15]2)[C:9]([O:27][CH3:28])=[CH:8][C:5]=1[C:6]#[N:7])([O-:3])=[O:2].C(O)(C(F)(F)F)=O, predict the reaction product. The product is: [N+:1]([C:4]1[CH:11]=[C:10]([O:12][CH2:13][CH:14]2[CH2:15][CH2:16][NH:17][CH2:18][CH2:19]2)[C:9]([O:27][CH3:28])=[CH:8][C:5]=1[C:6]#[N:7])([O-:3])=[O:2]. (3) Given the reactants [Cl:1][C:2]1[CH:7]=[CH:6][CH:5]=[CH:4][C:3]=1[C:8]1[NH:13][C:12](=[O:14])[C:11]([CH:15]=O)=[CH:10][C:9]=1[C:17]1[CH:22]=[CH:21][C:20]([Cl:23])=[CH:19][CH:18]=1.Cl[CH2:25][C:26](=[O:31])[C:27]([CH3:30])([CH3:29])[CH3:28].C([O-])([O-])=O.[Cs+].[Cs+], predict the reaction product. The product is: [Cl:1][C:2]1[CH:7]=[CH:6][CH:5]=[CH:4][C:3]=1[C:8]1[N:13]=[C:12]2[O:14][C:25]([C:26](=[O:31])[C:27]([CH3:30])([CH3:29])[CH3:28])=[CH:15][C:11]2=[CH:10][C:9]=1[C:17]1[CH:18]=[CH:19][C:20]([Cl:23])=[CH:21][CH:22]=1. (4) Given the reactants [N:1]1[CH:6]=[CH:5][CH:4]=[C:3]([NH2:7])[CH:2]=1.[Br:8][C:9]1[CH:10]=[CH:11][C:12]([O:18][CH2:19][C:20]2[CH:25]=[CH:24][CH:23]=[C:22]([C:26]#[N:27])[CH:21]=2)=[C:13]([CH:17]=1)[C:14](O)=[O:15].Cl.CN(C)CCCN=C=NCC.ON1C2C=CC=CC=2N=N1, predict the reaction product. The product is: [Br:8][C:9]1[CH:10]=[CH:11][C:12]([O:18][CH2:19][C:20]2[CH:25]=[CH:24][CH:23]=[C:22]([C:26]#[N:27])[CH:21]=2)=[C:13]([CH:17]=1)[C:14]([NH:7][C:3]1[CH:2]=[N:1][CH:6]=[CH:5][CH:4]=1)=[O:15]. (5) Given the reactants [O:1]=[C:2]1[CH2:7][S:6][C:5]2[CH:8]=[CH:9][C:10]([C:12]([OH:14])=O)=[N:11][C:4]=2[NH:3]1.[CH:15]([N:18](C(C)C)[CH2:19]C)(C)C.CN(C(ON1N=NC2C=CC=CC1=2)=[N+](C)C)C.[B-](F)(F)(F)F.CNC, predict the reaction product. The product is: [CH3:15][N:18]([CH3:19])[C:12]([C:10]1[CH:9]=[CH:8][C:5]2[S:6][CH2:7][C:2](=[O:1])[NH:3][C:4]=2[N:11]=1)=[O:14]. (6) Given the reactants [Br:1][C:2]1[CH:3]=[C:4]([CH:8](O)[CH3:9])[CH:5]=[N:6][CH:7]=1.S(Cl)([Cl:13])=O, predict the reaction product. The product is: [Br:1][C:2]1[CH:7]=[N:6][CH:5]=[C:4]([CH:8]([Cl:13])[CH3:9])[CH:3]=1. (7) Given the reactants [NH2:1][CH:2]1[CH2:28][CH2:27][C:5]2([O:9][C:8]([C:10]3[CH:11]=[CH:12][C:13]4[N:14]([N:16]=[CH:17][N:18]=4)[CH:15]=3)=[C:7]([C:19]3[CH:20]=[C:21]([CH3:25])[CH:22]=[CH:23][CH:24]=3)[C:6]2=[O:26])[CH2:4][CH2:3]1.C(N(CC)C(C)C)(C)C.O1CCCC1.[CH3:43][S:44](Cl)(=[O:46])=[O:45], predict the reaction product. The product is: [N:18]1[CH:17]=[N:16][N:14]2[CH:15]=[C:10]([C:8]3[O:9][C:5]4([CH2:27][CH2:28][CH:2]([NH:1][S:44]([CH3:43])(=[O:46])=[O:45])[CH2:3][CH2:4]4)[C:6](=[O:26])[C:7]=3[C:19]3[CH:20]=[C:21]([CH3:25])[CH:22]=[CH:23][CH:24]=3)[CH:11]=[CH:12][C:13]=12.